From a dataset of M1 muscarinic receptor antagonist screen with 61,756 compounds. Binary Classification. Given a drug SMILES string, predict its activity (active/inactive) in a high-throughput screening assay against a specified biological target. (1) The molecule is S(=O)(=O)(c1nc2CCCCc2c(n1)C(F)(F)F)C. The result is 0 (inactive). (2) The compound is S1C(NC(=O)N2CCCN=C12)(c1ccccc1)C(F)(F)F. The result is 0 (inactive). (3) The molecule is o1c(C(=O)NC(Cc2c3c([nH]c2)cccc3)C(O)=O)ccc1C. The result is 0 (inactive). (4) The compound is O(c1c(C2n3[nH]nnc3=NC(=C2)c2cc(OC)ccc2)cccc1OC)C. The result is 0 (inactive). (5) The result is 0 (inactive). The compound is Brc1cn2nc(C(=O)NCc3cc4OCOc4cc3)cc2nc1. (6) The molecule is O=C(Nc1ncc(NC(=O)Cc2ccccc2)cc1)C1CC1. The result is 0 (inactive). (7) The drug is Clc1cc2N(C(=O)C3N(CCC3)c2nc1)CC(=O)Nc1c(CC)cccc1. The result is 0 (inactive).